This data is from Reaction yield outcomes from USPTO patents with 853,638 reactions. The task is: Predict the reaction yield, written as a fraction of the theoretical maximum amount of product (1.0 means a 100% yield; for example, 0.34 means a 34% yield). The reactants are [F:1][C:2]1[C:3]([C:9]2[N:10]([CH:18]3[CH2:23][CH2:22][O:21][CH2:20][CH2:19]3)[C:11]([C:14]([F:17])([F:16])[F:15])=[N:12][CH:13]=2)=[N:4][C:5]([NH2:8])=[N:6][CH:7]=1.[Cl:24][C:25]1[C:26]([C:32]([N:34]2[CH2:39][CH2:38][N:37]([CH3:40])[CH2:36][CH2:35]2)=[O:33])=[N:27][CH:28]=[C:29](Cl)[CH:30]=1.C([O-])([O-])=O.[Cs+].[Cs+].CC(C1C=C(C(C)C)C(C2C=CC=CC=2P(C2CCCCC2)C2CCCCC2)=C(C(C)C)C=1)C. The catalyst is C1C=CC(/C=C/C(/C=C/C2C=CC=CC=2)=O)=CC=1.C1C=CC(/C=C/C(/C=C/C2C=CC=CC=2)=O)=CC=1.C1C=CC(/C=C/C(/C=C/C2C=CC=CC=2)=O)=CC=1.[Pd].[Pd]. The product is [Cl:24][C:25]1[C:26]([C:32]([N:34]2[CH2:35][CH2:36][N:37]([CH3:40])[CH2:38][CH2:39]2)=[O:33])=[N:27][CH:28]=[C:29]([NH:8][C:5]2[N:4]=[C:3]([C:9]3[N:10]([CH:18]4[CH2:23][CH2:22][O:21][CH2:20][CH2:19]4)[C:11]([C:14]([F:16])([F:15])[F:17])=[N:12][CH:13]=3)[C:2]([F:1])=[CH:7][N:6]=2)[CH:30]=1. The yield is 0.150.